This data is from Catalyst prediction with 721,799 reactions and 888 catalyst types from USPTO. The task is: Predict which catalyst facilitates the given reaction. (1) Reactant: [Cl:1][C:2]1[C:11](/[CH:12]=[CH:13]/[C:14]2[CH:15]=[N:16][C:17]([NH:20][C:21]3[CH:22]=[N:23][N:24]([CH3:26])[CH:25]=3)=[N:18][CH:19]=2)=[CH:10][C:5]([C:6]([O:8][CH3:9])=[O:7])=[CH:4][C:3]=1[O:27][CH3:28].CC1C=CC(S(NN)(=O)=O)=CC=1.C([O-])(=O)C.[Na+]. Product: [Cl:1][C:2]1[C:11]([CH2:12][CH2:13][C:14]2[CH:19]=[N:18][C:17]([NH:20][C:21]3[CH:22]=[N:23][N:24]([CH3:26])[CH:25]=3)=[N:16][CH:15]=2)=[CH:10][C:5]([C:6]([O:8][CH3:9])=[O:7])=[CH:4][C:3]=1[O:27][CH3:28]. The catalyst class is: 20. (2) Reactant: Cl.[NH2:2][C:3]1[C:4]([CH3:28])=[C:5]2[C:10]([NH:11][C:12]3[CH:17]=[CH:16][C:15]([O:18][C:19]4[CH:24]=[CH:23][CH:22]=[CH:21][CH:20]=4)=[CH:14][CH:13]=3)=[C:9]([C:25]#[N:26])[CH:8]=[N:7][N:6]2[CH:27]=1.CN1CCOCC1.[CH3:36][S:37](Cl)(=[O:39])=[O:38].C(O)(=O)CC(CC(O)=O)(C(O)=O)O. Product: [C:25]([C:9]1[CH:8]=[N:7][N:6]2[CH:27]=[C:3]([NH:2][S:37]([CH3:36])(=[O:39])=[O:38])[C:4]([CH3:28])=[C:5]2[C:10]=1[NH:11][C:12]1[CH:13]=[CH:14][C:15]([O:18][C:19]2[CH:24]=[CH:23][CH:22]=[CH:21][CH:20]=2)=[CH:16][CH:17]=1)#[N:26]. The catalyst class is: 2. (3) Reactant: [CH3:1][C@@H:2]1[CH2:6][CH2:5][CH2:4][N:3]1[C:7]1[N:12]=[C:11]([NH:13][C:14]2[CH:19]=[C:18]([C:20]([F:23])([F:22])[F:21])[CH:17]=[CH:16][N:15]=2)[CH:10]=[C:9]([CH:24]2[CH2:29][CH2:28][NH:27][CH2:26][CH2:25]2)[N:8]=1.O1CCOC[CH2:31]1.C=O. Product: [CH3:31][N:27]1[CH2:26][CH2:25][CH:24]([C:9]2[N:8]=[C:7]([N:3]3[CH2:4][CH2:5][CH2:6][C@H:2]3[CH3:1])[N:12]=[C:11]([NH:13][C:14]3[CH:19]=[C:18]([C:20]([F:21])([F:23])[F:22])[CH:17]=[CH:16][N:15]=3)[CH:10]=2)[CH2:29][CH2:28]1. The catalyst class is: 106. (4) Reactant: [F:1][C:2]1[CH:10]=[C:9]2[C:5]([CH2:6][CH2:7][C@H:8]2[N:11]2[C:15]3=[N:16][C:17]([NH:20][C:21]4[NH:25][N:24]=[C:23]([CH3:26])[CH:22]=4)=[CH:18][CH:19]=[C:14]3[N:13]=[CH:12]2)=[CH:4][CH:3]=1.[ClH:27].O1CCOCC1. Product: [ClH:27].[ClH:27].[F:1][C:2]1[CH:10]=[C:9]2[C:5]([CH2:6][CH2:7][C@H:8]2[N:11]2[C:15]3=[N:16][C:17]([NH:20][C:21]4[NH:25][N:24]=[C:23]([CH3:26])[CH:22]=4)=[CH:18][CH:19]=[C:14]3[N:13]=[CH:12]2)=[CH:4][CH:3]=1. The catalyst class is: 4. (5) Reactant: [C-]#N.[Na+].C1N2CC[N:6](CC2)[CH2:5]1.[Br:12][C:13]1[CH:14]=[N:15][C:16](Cl)=[N:17][CH:18]=1. Product: [Br:12][C:13]1[CH:14]=[N:15][C:16]([C:5]#[N:6])=[N:17][CH:18]=1. The catalyst class is: 58. (6) Reactant: [Cl:1][C:2]1[C:3]2[CH:13]=[CH:12][C:11](=[O:14])[N:10]([C:15]3[CH:20]=[CH:19][C:18]([C:21]([F:24])([F:23])[F:22])=[CH:17][CH:16]=3)[C:4]=2[N:5]=[C:6]([S:8][CH3:9])[N:7]=1.C1C=C(Cl)C=C(C(OO)=[O:33])C=1. Product: [Cl:1][C:2]1[C:3]2[CH:13]=[CH:12][C:11](=[O:14])[N:10]([C:15]3[CH:20]=[CH:19][C:18]([C:21]([F:24])([F:22])[F:23])=[CH:17][CH:16]=3)[C:4]=2[N:5]=[C:6]([S:8]([CH3:9])=[O:33])[N:7]=1. The catalyst class is: 4. (7) The catalyst class is: 3. Reactant: [CH3:1][O:2][C:3]1[CH:4]=[CH:5][C:6]([C:14](=[O:21])[CH:15]([CH3:20])[C:16]([O:18][CH3:19])=[O:17])=[C:7]2[C:12]=1[N:11]=[C:10]([CH3:13])[CH:9]=[CH:8]2.[H-].[Na+].I[CH3:25].[Cl-].[NH4+]. Product: [CH3:1][O:2][C:3]1[CH:4]=[CH:5][C:6]([C:14](=[O:21])[C:15]([CH3:25])([CH3:20])[C:16]([O:18][CH3:19])=[O:17])=[C:7]2[C:12]=1[N:11]=[C:10]([CH3:13])[CH:9]=[CH:8]2.